This data is from Reaction yield outcomes from USPTO patents with 853,638 reactions. The task is: Predict the reaction yield, written as a fraction of the theoretical maximum amount of product (1.0 means a 100% yield; for example, 0.34 means a 34% yield). (1) The reactants are [O:1]=[C:2]1[CH:11]=[C:10]([C:12]([O:14][CH2:15][CH3:16])=[O:13])[C:9]2[C:4](=[CH:5][C:6](OS(C(F)(F)F)(=O)=O)=[CH:7][CH:8]=2)[O:3]1.[Cl:25][C:26]1[CH:31]=[CH:30][CH:29]=[C:28]([Cl:32])[C:27]=1[C:33]1[C:37]([CH2:38][O:39][C:40]2[CH:45]=[CH:44][C:43](B3OC(C)(C)C(C)(C)O3)=[CH:42][CH:41]=2)=[C:36]([CH:55]([CH3:57])[CH3:56])[O:35][N:34]=1.P([O-])([O-])([O-])=O.[K+].[K+].[K+].C(OCC)(=O)C. The catalyst is COCCOC.O. The product is [Cl:32][C:28]1[CH:29]=[CH:30][CH:31]=[C:26]([Cl:25])[C:27]=1[C:33]1[C:37]([CH2:38][O:39][C:40]2[CH:41]=[CH:42][C:43]([C:6]3[CH:5]=[C:4]4[C:9]([C:10]([C:12]([O:14][CH2:15][CH3:16])=[O:13])=[CH:11][C:2](=[O:1])[O:3]4)=[CH:8][CH:7]=3)=[CH:44][CH:45]=2)=[C:36]([CH:55]([CH3:57])[CH3:56])[O:35][N:34]=1. The yield is 0.340. (2) The reactants are [NH2:1][C:2]1[CH:7]=[CH:6][CH:5]=[C:4]([C:8]2[CH:13]=[CH:12][CH:11]=[CH:10][CH:9]=2)[C:3]=1[N+:14]([O-])=O.[Cl:17][CH2:18][C:19](O)=O. The catalyst is CO.[Pd]. The product is [Cl:17][CH2:18][C:19]1[NH:1][C:2]2[CH:7]=[CH:6][CH:5]=[C:4]([C:8]3[CH:13]=[CH:12][CH:11]=[CH:10][CH:9]=3)[C:3]=2[N:14]=1. The yield is 0.920.